Dataset: Forward reaction prediction with 1.9M reactions from USPTO patents (1976-2016). Task: Predict the product of the given reaction. (1) Given the reactants [CH3:1][C:2]1[N:6]=[C:5]([C:7]2[C:8]3[CH2:26][CH2:25][CH2:24][CH2:23][C:9]=3[S:10][C:11]=2[NH:12][C:13]([C:15]2[CH2:19][CH2:18][CH2:17][C:16]=2[C:20]([OH:22])=[O:21])=[O:14])[S:4][N:3]=1.[C:27]12C(=O)OC(=O)C=1CCCC2, predict the reaction product. The product is: [CH3:1][C:2]1[N:6]=[C:5]([C:7]2[C:8]3[CH2:26][CH2:25][CH2:24][CH2:23][C:9]=3[S:10][C:11]=2[NH:12][C:13]([C:15]2[CH2:19][CH2:18][CH2:17][CH2:27][C:16]=2[C:20]([OH:22])=[O:21])=[O:14])[S:4][N:3]=1. (2) Given the reactants COC1C=C(OC)C=CC=1CN1C2C=C(B3OC(C)(C)C(C)(C)O3)C=CC=2C2N(C3CCOCC3)N=CC=2C1=O.ClC1C(OC)=NC(C)=CC=1C.C(=O)([O-])[O-].[Cs+].[Cs+].COC1C=C(OC)C=CC=1C[N:63]1[C:72]2[CH:71]=[C:70]([C:73]3[C:74]([O:81][CH3:82])=[N:75][C:76]([CH3:80])=[CH:77][C:78]=3[CH3:79])[CH:69]=[CH:68][C:67]=2[C:66]2[N:83]([CH:86]3[CH2:91][CH2:90][O:89][CH2:88][CH2:87]3)[N:84]=[CH:85][C:65]=2[C:64]1=[O:92].COC1C=C(OC)C=CC=1CN1C2C=CC=CC=2C2N(C3CCOCC3)N=CC=2C1=O, predict the reaction product. The product is: [CH3:82][O:81][C:74]1[C:73]([C:70]2[CH:69]=[CH:68][C:67]3[C:66]4[N:83]([CH:86]5[CH2:91][CH2:90][O:89][CH2:88][CH2:87]5)[N:84]=[CH:85][C:65]=4[C:64](=[O:92])[NH:63][C:72]=3[CH:71]=2)=[C:78]([CH3:79])[CH:77]=[C:76]([CH3:80])[N:75]=1. (3) The product is: [Br:5][C:6]1[N:11]2[N:12]=[C:13]([CH2:15][CH3:16])[C:14]([N+:1]([O-:4])=[O:2])=[C:10]2[CH:9]=[CH:8][CH:7]=1. Given the reactants [N+:1]([O-:4])(O)=[O:2].[Br:5][C:6]1[N:11]2[N:12]=[C:13]([CH2:15][CH3:16])[CH:14]=[C:10]2[CH:9]=[CH:8][CH:7]=1, predict the reaction product. (4) Given the reactants [O:1]1[C@H:3]([C:4]([O:6][CH2:7][CH3:8])=[O:5])[C@H:2]1[C:9]([O:11][CH2:12][CH3:13])=[O:10].Br[C@@H]([C@@H](O)C(OCC)=O)C(OCC)=O.C1CCN2C(=NCCC2)CC1, predict the reaction product. The product is: [O:1]1[C@@H:3]([C:4]([O:6][CH2:7][CH3:8])=[O:5])[C@@H:2]1[C:9]([O:11][CH2:12][CH3:13])=[O:10]. (5) The product is: [F:16][C:17]1([F:21])[CH2:20][N:19]([C:4]([C:3]2[CH:7]=[CH:8][C:9]([S:11]([CH3:14])(=[O:13])=[O:12])=[CH:10][C:2]=2[NH:1][C:32]([C:22]23[CH2:31][CH:26]4[CH2:27][CH:28]([CH2:30][CH:24]([CH2:25]4)[O:23]2)[CH2:29]3)=[O:33])=[O:6])[CH2:18]1. Given the reactants [NH2:1][C:2]1[CH:10]=[C:9]([S:11]([CH3:14])(=[O:13])=[O:12])[CH:8]=[CH:7][C:3]=1[C:4]([OH:6])=O.Cl.[F:16][C:17]1([F:21])[CH2:20][NH:19][CH2:18]1.[C:22]12([C:32](Cl)=[O:33])[CH2:31][CH:26]3[CH2:27][CH:28]([CH2:30][CH:24]([CH2:25]3)[O:23]1)[CH2:29]2.C(N(CC)CC)C, predict the reaction product. (6) Given the reactants [O:1]1[C:5]2([CH2:9][CH2:8][N:7]([C:10]3[CH:15]=[CH:14][C:13]([NH2:16])=[CH:12][CH:11]=3)[CH2:6]2)[O:4][CH2:3][CH2:2]1.[CH2:17]([O:21][C:22]1[CH:30]=[CH:29][C:25]([C:26](Cl)=[O:27])=[C:24]([CH2:31][CH2:32]Cl)[CH:23]=1)[CH2:18][CH2:19][CH3:20], predict the reaction product. The product is: [CH2:17]([O:21][C:22]1[CH:23]=[C:24]2[C:25](=[CH:29][CH:30]=1)[C:26](=[O:27])[N:16]([C:13]1[CH:14]=[CH:15][C:10]([N:7]3[CH2:8][CH2:9][C:5]4([O:4][CH2:3][CH2:2][O:1]4)[CH2:6]3)=[CH:11][CH:12]=1)[CH2:32][CH2:31]2)[CH2:18][CH2:19][CH3:20]. (7) Given the reactants [OH:1][C:2]1[CH:7]=[CH:6][C:5]([CH2:8][CH2:9][C:10]2[C:19]([CH3:20])=[C:18]([O:21][Si:22]([C:25]([CH3:28])([CH3:27])[CH3:26])([CH3:24])[CH3:23])[C:17]3[C:12](=[CH:13][CH:14]=[CH:15][CH:16]=3)[N:11]=2)=[CH:4][CH:3]=1.CN(C=O)C.[OH-].[Na+].S(C1C=CC(C)=CC=1)(O[CH2:40][CH2:41][F:42])(=O)=O, predict the reaction product. The product is: [F:42][CH2:41][CH2:40][O:1][C:2]1[CH:7]=[CH:6][C:5]([CH2:8][CH2:9][C:10]2[C:19]([CH3:20])=[C:18]([O:21][Si:22]([C:25]([CH3:28])([CH3:27])[CH3:26])([CH3:23])[CH3:24])[C:17]3[C:12](=[CH:13][CH:14]=[CH:15][CH:16]=3)[N:11]=2)=[CH:4][CH:3]=1. (8) The product is: [C:2]([N+:6]([O-:7])=[CH:13][C:12]1[CH:15]=[CH:16][C:9]([Br:8])=[CH:10][CH:11]=1)([CH3:5])([CH3:4])[CH3:3]. Given the reactants Cl.[C:2]([NH:6][OH:7])([CH3:5])([CH3:4])[CH3:3].[Br:8][C:9]1[CH:16]=[CH:15][C:12]([CH:13]=O)=[CH:11][CH:10]=1.CCN(CC)CC.[O-]S([O-])(=O)=O.[Mg+2], predict the reaction product. (9) The product is: [CH2:1]([O:3][C:4]([C:6]1[CH:7]=[CH:8][C:9]2[CH:10]=[C:11]3[C:18](=[O:19])[NH:17][C@H:16]([CH2:20][NH:21][C:34]([O:33][C:30]([CH3:32])([CH3:31])[CH3:29])=[O:35])[CH2:15][N:12]3[C:13]=2[CH:14]=1)=[O:5])[CH3:2]. Given the reactants [CH2:1]([O:3][C:4]([C:6]1[CH:7]=[CH:8][C:9]2[CH:10]=[C:11]3[C:18](=[O:19])[NH:17][C@H:16]([CH2:20][NH2:21])[CH2:15][N:12]3[C:13]=2[CH:14]=1)=[O:5])[CH3:2].C(N(CC)CC)C.[CH3:29][C:30]([O:33][C:34](O[C:34]([O:33][C:30]([CH3:32])([CH3:31])[CH3:29])=[O:35])=[O:35])([CH3:32])[CH3:31], predict the reaction product. (10) Given the reactants O1[C:5]2[CH2:6][CH2:7][CH2:8][CH:9]([NH2:10])[C:4]=2[CH:3]=[CH:2]1.C(C1C(=O)C2[CH:18]=[CH:19][S:20]C=2CC1)C, predict the reaction product. The product is: [CH2:3]([CH:4]1[CH:9]([NH2:10])[C:8]2[CH:18]=[CH:19][S:20][C:7]=2[CH2:6][CH2:5]1)[CH3:2].